Dataset: NCI-60 drug combinations with 297,098 pairs across 59 cell lines. Task: Regression. Given two drug SMILES strings and cell line genomic features, predict the synergy score measuring deviation from expected non-interaction effect. (1) Drug 1: CC1=C(C(=CC=C1)Cl)NC(=O)C2=CN=C(S2)NC3=CC(=NC(=N3)C)N4CCN(CC4)CCO. Drug 2: C(=O)(N)NO. Cell line: HCT-15. Synergy scores: CSS=9.43, Synergy_ZIP=-1.72, Synergy_Bliss=0.310, Synergy_Loewe=-6.82, Synergy_HSA=-0.0661. (2) Drug 2: CCC1(CC2CC(C3=C(CCN(C2)C1)C4=CC=CC=C4N3)(C5=C(C=C6C(=C5)C78CCN9C7C(C=CC9)(C(C(C8N6C=O)(C(=O)OC)O)OC(=O)C)CC)OC)C(=O)OC)O.OS(=O)(=O)O. Drug 1: CN(C)N=NC1=C(NC=N1)C(=O)N. Cell line: SNB-19. Synergy scores: CSS=16.6, Synergy_ZIP=-4.94, Synergy_Bliss=-4.34, Synergy_Loewe=-23.9, Synergy_HSA=-13.3.